From a dataset of Peptide-MHC class I binding affinity with 185,985 pairs from IEDB/IMGT. Regression. Given a peptide amino acid sequence and an MHC pseudo amino acid sequence, predict their binding affinity value. This is MHC class I binding data. The peptide sequence is IILEFFLIVL. The MHC is HLA-A02:01 with pseudo-sequence HLA-A02:01. The binding affinity (normalized) is 0.492.